This data is from Full USPTO retrosynthesis dataset with 1.9M reactions from patents (1976-2016). The task is: Predict the reactants needed to synthesize the given product. (1) Given the product [F:1][C:2]([F:7])([F:6])[C:3]([OH:5])=[O:4].[CH2:8]([S:10]([N:13]1[CH2:18][CH2:17][CH:16]([C:19]2[C:27]3[C:22](=[C:23]([C:38]([NH2:40])=[O:39])[CH:24]=[C:25]([C:28]4[CH:33]=[C:32]([CH2:34][NH:35][CH2:36][CH:2]([CH3:3])[CH3:41])[CH:31]=[CH:30][C:29]=4[F:37])[CH:26]=3)[NH:21][CH:20]=2)[CH2:15][CH2:14]1)(=[O:11])=[O:12])[CH3:9], predict the reactants needed to synthesize it. The reactants are: [F:1][C:2]([F:7])([F:6])[C:3]([OH:5])=[O:4].[CH2:8]([S:10]([N:13]1[CH2:18][CH2:17][CH:16]([C:19]2[C:27]3[C:22](=[C:23]([C:38]([NH2:40])=[O:39])[CH:24]=[C:25]([C:28]4[CH:33]=[C:32]([CH2:34][NH:35][CH3:36])[CH:31]=[CH:30][C:29]=4[F:37])[CH:26]=3)[NH:21][CH:20]=2)[CH2:15][CH2:14]1)(=[O:12])=[O:11])[CH3:9].[CH3:41]N. (2) The reactants are: C(=O)([O-])[O-].[Na+].[Na+].C1(P(C2C=CC=CC=2)C2C=CC=CC=2)C=CC=CC=1.Cl[C:27]1[N:32]=[CH:31][C:30]([C:33]([O:35][CH3:36])=[O:34])=[CH:29][N:28]=1.[Cl:37][C:38]1[CH:39]=[C:40](B(O)O)[CH:41]=[CH:42][CH:43]=1.[NH4+].[Cl-]. Given the product [Cl:37][C:38]1[CH:43]=[C:42]([C:27]2[N:32]=[CH:31][C:30]([C:33]([O:35][CH3:36])=[O:34])=[CH:29][N:28]=2)[CH:41]=[CH:40][CH:39]=1, predict the reactants needed to synthesize it. (3) Given the product [Cl:14][C:15]1[CH:16]=[C:17]([NH:18][C:9](=[O:11])[C:8]2[CH:12]=[C:4]([N+:1]([O-:3])=[O:2])[CH:5]=[CH:6][C:7]=2[OH:13])[CH:19]=[C:20]([Cl:22])[CH:21]=1, predict the reactants needed to synthesize it. The reactants are: [N+:1]([C:4]1[CH:12]=[C:8]([C:9]([OH:11])=O)[C:7]([OH:13])=[CH:6][CH:5]=1)([O-:3])=[O:2].[Cl:14][C:15]1[CH:16]=[C:17]([CH:19]=[C:20]([Cl:22])[CH:21]=1)[NH2:18]. (4) Given the product [Cl:10][C:11]1[CH:12]=[C:13]([C:23]2[O:27][N:26]=[C:25]([C:28]3[CH:33]=[CH:32][C:31]([CH2:34][Cl:3])=[CH:30][CH:29]=3)[N:24]=2)[CH:14]=[CH:15][C:16]=1[CH:17]1[CH2:22][CH2:21][CH2:20][CH2:19][CH2:18]1, predict the reactants needed to synthesize it. The reactants are: S(Cl)([Cl:3])=O.CN(C)C=O.[Cl:10][C:11]1[CH:12]=[C:13]([C:23]2[O:27][N:26]=[C:25]([C:28]3[CH:33]=[CH:32][C:31]([CH2:34]O)=[CH:30][CH:29]=3)[N:24]=2)[CH:14]=[CH:15][C:16]=1[CH:17]1[CH2:22][CH2:21][CH2:20][CH2:19][CH2:18]1.[OH-].[Na+]. (5) Given the product [NH2:21][C:9]1[CH:8]=[C:7]([CH2:6][O:5][C:4]2[CH:24]=[CH:25][CH:26]=[C:2]([Br:1])[CH:3]=2)[CH:12]=[CH:11][C:10]=1[S:13][C:14]1[CH:15]=[CH:16][C:17]([OH:20])=[CH:18][CH:19]=1, predict the reactants needed to synthesize it. The reactants are: [Br:1][C:2]1[CH:3]=[C:4]([CH:24]=[CH:25][CH:26]=1)[O:5][CH2:6][C:7]1[CH:12]=[CH:11][C:10]([S:13][C:14]2[CH:19]=[CH:18][C:17]([OH:20])=[CH:16][CH:15]=2)=[C:9]([N+:21]([O-])=O)[CH:8]=1.[Cl-].[NH4+]. (6) Given the product [C:1]([C@@H:4]([NH:9][C:10]([C:12]1[CH:17]=[CH:16][C:15]([Br:18])=[C:14]([O:27][C:24]2[CH:25]=[CH:26][C:21]([F:20])=[CH:22][CH:23]=2)[N:13]=1)=[O:11])[CH2:5][CH:6]([CH3:8])[CH3:7])(=[O:3])[NH2:2], predict the reactants needed to synthesize it. The reactants are: [C:1]([C@@H:4]([NH:9][C:10]([C:12]1[CH:17]=[CH:16][C:15]([Br:18])=[C:14](Cl)[N:13]=1)=[O:11])[CH2:5][CH:6]([CH3:8])[CH3:7])(=[O:3])[NH2:2].[F:20][C:21]1[CH:26]=[CH:25][C:24]([OH:27])=[CH:23][CH:22]=1.C(=O)([O-])[O-].[Na+].[Na+].O.